This data is from Retrosynthesis with 50K atom-mapped reactions and 10 reaction types from USPTO. The task is: Predict the reactants needed to synthesize the given product. (1) Given the product COc1c(F)cc(CO)cc1F, predict the reactants needed to synthesize it. The reactants are: COc1c(F)cc(C(=O)O)cc1F. (2) Given the product O=C1Nc2ccc(-c3ccc(S(=O)(=O)C(F)(F)F)cc3)cc2CC1O, predict the reactants needed to synthesize it. The reactants are: O=C1Nc2ccc(Br)cc2CC1O.O=S(=O)(c1ccc(Br)cc1)C(F)(F)F. (3) The reactants are: COC(=O)[C@H](CC(C)C)NC(=O)C[C@H](O)C[C@H](O)C=CC(=C(c1ccc(F)cc1)c1ccc(F)cc1)c1nnnn1C. Given the product CC(C)C[C@H](NC(=O)C[C@H](O)C[C@H](O)C=CC(=C(c1ccc(F)cc1)c1ccc(F)cc1)c1nnnn1C)C(=O)O, predict the reactants needed to synthesize it. (4) Given the product CC(C)(C)OC(=O)N1CC[C@](O)(c2ccc(F)c(F)c2)[C@@H](CO)C1, predict the reactants needed to synthesize it. The reactants are: CC(C)(C)OC(=O)N1CC[C@](O)(c2ccc(F)c(F)c2)[C@@H](C(=O)O)C1. (5) The reactants are: COC(=O)c1cc2[nH]c(-c3cccc([N+](=O)[O-])c3OCCOC3CCCCO3)c(C3CCCCC3)c2s1. Given the product COC(=O)c1cc2[nH]c(-c3cccc([N+](=O)[O-])c3OCCO)c(C3CCCCC3)c2s1, predict the reactants needed to synthesize it. (6) Given the product COc1ccc2c(c1)Sc1c(ccc(OC)c1CO)N2Cc1ccccc1, predict the reactants needed to synthesize it. The reactants are: COc1ccc2c(c1)Sc1c(ccc(OC)c1C=O)N2Cc1ccccc1. (7) Given the product CSc1nc(N)c(C#N)c(N2CCc3ccccc3CC2)n1, predict the reactants needed to synthesize it. The reactants are: CSc1nc(Cl)c(C#N)c(N2CCc3ccccc3CC2)n1.N.